From a dataset of Catalyst prediction with 721,799 reactions and 888 catalyst types from USPTO. Predict which catalyst facilitates the given reaction. (1) Reactant: [CH3:1][C:2]1[S:6][C:5]2[CH:7]=[C:8]3[C:13](=[C:14]([C:15]4[CH:20]=[CH:19][C:18]([O:21][S:22]([CH3:25])(=[O:24])=[O:23])=[CH:17][CH:16]=4)[C:4]=2[C:3]=1[CH3:26])[CH:12]=[CH:11][CH:10]=[CH:9]3.S(=O)(=O)(O)O.II.[I:34](O)(=O)=O.S(=O)(O)[O-].[Na+]. Product: [I:34][C:7]1[C:5]2[S:6][C:2]([CH3:1])=[C:3]([CH3:26])[C:4]=2[C:14]([C:15]2[CH:20]=[CH:19][C:18]([O:21][S:22]([CH3:25])(=[O:24])=[O:23])=[CH:17][CH:16]=2)=[C:13]2[C:8]=1[CH:9]=[CH:10][CH:11]=[CH:12]2. The catalyst class is: 506. (2) Reactant: [NH2:1][C:2]1([C:8]#[C:9][C:10]2[S:14][C:13]([C:15]3[CH:20]=[CH:19][N:18]=[C:17]([NH:21][CH:22]4[CH2:27][C:26]([CH3:29])([CH3:28])[NH:25][C:24]([CH3:31])([CH3:30])[CH2:23]4)[N:16]=3)=[CH:12][CH:11]=2)[CH2:7][CH2:6][CH2:5][CH2:4][CH2:3]1.[H][H]. Product: [NH2:1][C:2]1([CH2:8][CH2:9][C:10]2[S:14][C:13]([C:15]3[CH:20]=[CH:19][N:18]=[C:17]([NH:21][CH:22]4[CH2:23][C:24]([CH3:31])([CH3:30])[NH:25][C:26]([CH3:29])([CH3:28])[CH2:27]4)[N:16]=3)=[CH:12][CH:11]=2)[CH2:3][CH2:4][CH2:5][CH2:6][CH2:7]1. The catalyst class is: 19. (3) Reactant: [CH:1]1([C:4]2[CH:5]=[C:6]([NH:11][CH:12]3[CH2:17][CH2:16][N:15]([C@H:18]4[CH2:23][CH2:22][C@H:21]([O:24][CH2:25][CH2:26][CH3:27])[CH2:20][CH2:19]4)[CH2:14][CH2:13]3)[C:7]([NH2:10])=[CH:8][CH:9]=2)[CH2:3][CH2:2]1.C(N(C(C)C)CC)(C)C.[Cl:37][C:38](Cl)([O:40]C(=O)OC(Cl)(Cl)Cl)Cl. Product: [ClH:37].[CH:1]1([C:4]2[CH:9]=[CH:8][C:7]3[NH:10][C:38](=[O:40])[N:11]([CH:12]4[CH2:13][CH2:14][N:15]([C@H:18]5[CH2:23][CH2:22][C@H:21]([O:24][CH2:25][CH2:26][CH3:27])[CH2:20][CH2:19]5)[CH2:16][CH2:17]4)[C:6]=3[CH:5]=2)[CH2:2][CH2:3]1. The catalyst class is: 4. (4) Reactant: [ClH:1].[CH3:2][N:3]([CH2:5][C@H:6]([C:14]1([OH:20])[CH2:19][CH2:18][CH2:17][CH2:16][CH2:15]1)[C:7]1[CH:12]=[CH:11][C:10]([OH:13])=[CH:9][CH:8]=1)[CH3:4]. Product: [CH3:2][N:3]([CH2:5][C@H:6]([C:14]1([OH:20])[CH2:19][CH2:18][CH2:17][CH2:16][CH2:15]1)[C:7]1[CH:12]=[CH:11][C:10]([OH:13])=[CH:9][CH:8]=1)[CH3:4].[ClH:1].[CH3:4][N:3]([CH3:2])[CH2:5][CH:6]([C:14]1([OH:20])[CH2:15][CH2:16][CH2:17][CH2:18][CH2:19]1)[C:7]1[CH:12]=[CH:11][C:10]([OH:13])=[CH:9][CH:8]=1. The catalyst class is: 305. (5) Reactant: [Cl:1][C:2]1[N:7]=[C:6]([C:8]([OH:10])=O)[CH:5]=[CH:4][CH:3]=1.C1C=CC2N(O)N=NC=2C=1.[CH3:21][CH2:22][N:23]=[C:24]=[N:25][CH2:26][CH2:27][CH2:28][N:29](C)C.Cl.NCCCN1C=CN=C1. Product: [Cl:1][C:2]1[N:7]=[C:6]([C:8]([NH:29][CH2:28][CH2:27][CH2:26][N:25]2[CH:21]=[CH:22][N:23]=[CH:24]2)=[O:10])[CH:5]=[CH:4][CH:3]=1. The catalyst class is: 2.